From a dataset of Forward reaction prediction with 1.9M reactions from USPTO patents (1976-2016). Predict the product of the given reaction. (1) Given the reactants Cl[C:2]1[C:3]([NH2:9])=[N:4][CH:5]=[N:6][C:7]=1Cl.[NH2:10][CH2:11][C@@H:12]1[CH2:17][CH2:16][N:15]([C:18]([O:20]C(C)(C)C)=O)[CH2:14][C@H:13]1[OH:25].[O:26]([C:33]1[CH:38]=[CH:37][C:36](B(O)O)=[CH:35][CH:34]=1)[C:27]1[CH:32]=[CH:31][CH:30]=[CH:29][CH:28]=1.Cl.[CH3:43][N:44]([CH3:51])[CH2:45]/[CH:46]=[CH:47]/C(O)=O, predict the reaction product. The product is: [NH2:9][C:3]1[N:4]=[CH:5][N:6]=[C:7]([NH:10][CH2:11][C@@H:12]2[CH2:17][CH2:16][N:15]([C:18](=[O:20])/[CH:47]=[CH:46]/[CH2:45][N:44]([CH3:51])[CH3:43])[CH2:14][C@H:13]2[OH:25])[C:2]=1[C:30]1[CH:31]=[CH:32][C:27]([O:26][C:33]2[CH:38]=[CH:37][CH:36]=[CH:35][CH:34]=2)=[CH:28][CH:29]=1. (2) Given the reactants [CH2:1]([Li])[CH2:2][CH2:3]C.CCCCCC.[NH:12]1[C:21]2[C:16](=[CH:17][CH:18]=[CH:19][CH:20]=2)[CH2:15][CH2:14][CH2:13]1.ClCCCI.C([O-])([O-])=O.[K+].[K+].[CH2:33]([CH:37]1[CH2:42][CH2:41][NH:40][CH2:39][CH2:38]1)[CH2:34][CH2:35][CH3:36], predict the reaction product. The product is: [CH2:33]([CH:37]1[CH2:42][CH2:41][N:40]([CH2:1][CH2:2][CH2:3][N:12]2[C:21]3[C:16](=[CH:17][CH:18]=[CH:19][CH:20]=3)[CH2:15][CH2:14][CH2:13]2)[CH2:39][CH2:38]1)[CH2:34][CH2:35][CH3:36]. (3) Given the reactants [ClH:1].COC1C=C2C(=CC=1)N=CN=C2N.[CH3:15][O:16][C:17]1[CH:22]=[C:21]2[C:23]([NH:27][C:28]3[CH:33]=[CH:32][C:31](Br)=[C:30]([Cl:35])[C:29]=3[F:36])=[N:24][CH:25]=[N:26][C:20]2=[CH:19][C:18]=1[O:37][CH2:38][C@@H:39]1[O:48][CH2:47][C@H:46]2[N:41]([CH2:42][CH2:43][O:44][CH2:45]2)[CH2:40]1, predict the reaction product. The product is: [ClH:35].[Cl:35][C:30]1[C:29]([F:36])=[C:28]([NH:27][C:23]2[C:21]3[C:20](=[CH:19][C:18]([O:37][CH2:38][C@@H:39]4[O:48][CH2:47][C@@H:46]5[CH2:45][O:44][CH2:43][CH2:42][N:41]5[CH2:40]4)=[C:17]([O:16][CH3:15])[CH:22]=3)[N:26]=[CH:25][N:24]=2)[CH:33]=[CH:32][C:31]=1[Cl:1]. (4) Given the reactants [F:1][C:2]1[CH:26]=[CH:25][C:5]([CH2:6][N:7]2[CH2:11][CH2:10][N:9]([C@@H:12]([C:20]([CH3:23])([CH3:22])[CH3:21])[C:13]([O:15]C(C)(C)C)=[O:14])[C:8]2=[O:24])=[CH:4][CH:3]=1.FC(F)(F)C(O)=O, predict the reaction product. The product is: [F:1][C:2]1[CH:3]=[CH:4][C:5]([CH2:6][N:7]2[CH2:11][CH2:10][N:9]([C@@H:12]([C:20]([CH3:21])([CH3:22])[CH3:23])[C:13]([OH:15])=[O:14])[C:8]2=[O:24])=[CH:25][CH:26]=1. (5) The product is: [C:13]([O:17][C:18]([N:20]([CH2:50][CH2:51][O:52][CH2:53][CH2:54][N:55]([S:2]([NH:5][C:6]([O:12][C:9]([CH3:11])([CH3:10])[CH3:8])=[O:7])(=[O:4])=[O:3])[CH3:56])[C@@H:21]1[CH2:28][N:27]2[C:29]3[CH:30]=[C:31]([C:42]([O:44][CH3:45])=[O:43])[CH:32]=[CH:33][C:34]=3[C:35]([CH:36]3[CH2:41][CH2:40][CH2:39][CH2:38][CH2:37]3)=[C:26]2[C:25]2[CH:46]=[CH:47][CH:48]=[CH:49][C:24]=2[O:23][CH2:22]1)=[O:19])([CH3:14])([CH3:15])[CH3:16]. Given the reactants Cl[S:2]([N:5]=[C:6]=[O:7])(=[O:4])=[O:3].[CH3:8][C:9]([OH:12])([CH3:11])[CH3:10].[C:13]([O:17][C:18]([N:20]([CH2:50][CH2:51][O:52][CH2:53][CH2:54][NH:55][CH3:56])[C@@H:21]1[CH2:28][N:27]2[C:29]3[CH:30]=[C:31]([C:42]([O:44][CH3:45])=[O:43])[CH:32]=[CH:33][C:34]=3[C:35]([CH:36]3[CH2:41][CH2:40][CH2:39][CH2:38][CH2:37]3)=[C:26]2[C:25]2[CH:46]=[CH:47][CH:48]=[CH:49][C:24]=2[O:23][CH2:22]1)=[O:19])([CH3:16])([CH3:15])[CH3:14].CCN(CC)CC, predict the reaction product.